From a dataset of Catalyst prediction with 721,799 reactions and 888 catalyst types from USPTO. Predict which catalyst facilitates the given reaction. Reactant: [C:1]12([CH2:11][O:12][C:13]([NH:15][C@@H:16]([CH2:24][C:25]3[CH:30]=[CH:29][C:28]([O:31][CH2:32][CH2:33][CH2:34][C:35]([O:37]CC)=O)=[CH:27][CH:26]=3)[C:17]([O:19][C:20]([CH3:23])([CH3:22])[CH3:21])=[O:18])=[O:14])[CH2:10][CH:5]3[CH2:6][CH:7]([CH2:9][CH:3]([CH2:4]3)[CH2:2]1)[CH2:8]2.Cl.[NH2:41][C:42]1[NH:43][CH2:44][CH2:45][N:46]=1.CC(C)([O-])C.[K+]. Product: [C:1]12([CH2:11][O:12][C:13]([NH:15][C@@H:16]([CH2:24][C:25]3[CH:26]=[CH:27][C:28]([O:31][CH2:32][CH2:33][CH2:34][C:35](=[O:37])[NH:41][C:42]4[NH:46][CH2:45][CH2:44][N:43]=4)=[CH:29][CH:30]=3)[C:17]([O:19][C:20]([CH3:22])([CH3:21])[CH3:23])=[O:18])=[O:14])[CH2:8][CH:7]3[CH2:9][CH:3]([CH2:4][CH:5]([CH2:6]3)[CH2:10]1)[CH2:2]2. The catalyst class is: 3.